This data is from NCI-60 drug combinations with 297,098 pairs across 59 cell lines. The task is: Regression. Given two drug SMILES strings and cell line genomic features, predict the synergy score measuring deviation from expected non-interaction effect. (1) Drug 1: COC1=CC(=CC(=C1O)OC)C2C3C(COC3=O)C(C4=CC5=C(C=C24)OCO5)OC6C(C(C7C(O6)COC(O7)C8=CC=CS8)O)O. Drug 2: C1=CC(=CC=C1C#N)C(C2=CC=C(C=C2)C#N)N3C=NC=N3. Cell line: HCC-2998. Synergy scores: CSS=25.4, Synergy_ZIP=-3.29, Synergy_Bliss=-1.25, Synergy_Loewe=-21.5, Synergy_HSA=-0.845. (2) Drug 1: CC1=C(N=C(N=C1N)C(CC(=O)N)NCC(C(=O)N)N)C(=O)NC(C(C2=CN=CN2)OC3C(C(C(C(O3)CO)O)O)OC4C(C(C(C(O4)CO)O)OC(=O)N)O)C(=O)NC(C)C(C(C)C(=O)NC(C(C)O)C(=O)NCCC5=NC(=CS5)C6=NC(=CS6)C(=O)NCCC[S+](C)C)O. Drug 2: CC12CCC3C(C1CCC2O)C(CC4=C3C=CC(=C4)O)CCCCCCCCCS(=O)CCCC(C(F)(F)F)(F)F. Cell line: MOLT-4. Synergy scores: CSS=35.5, Synergy_ZIP=-20.8, Synergy_Bliss=-30.8, Synergy_Loewe=-37.0, Synergy_HSA=-29.3.